Dataset: Reaction yield outcomes from USPTO patents with 853,638 reactions. Task: Predict the reaction yield, written as a fraction of the theoretical maximum amount of product (1.0 means a 100% yield; for example, 0.34 means a 34% yield). (1) The reactants are [C:1]([Si:5]([O:8][CH:9]([CH2:14][CH2:15][C:16]1[CH:21]=[CH:20][C:19]([C:22]([CH2:41][CH3:42])([C:25]2[CH:30]=[CH:29][C:28](B3OC(C)(C)C(C)(C)O3)=[C:27]([CH3:40])[CH:26]=2)[CH2:23][CH3:24])=[CH:18][C:17]=1[CH3:43])[C:10]([CH3:13])([CH3:12])[CH3:11])([CH3:7])[CH3:6])([CH3:4])([CH3:3])[CH3:2].[CH3:44][O:45][C:46](=[O:56])[CH:47]([C:49]1[CH:54]=[CH:53][C:52](Br)=[CH:51][CH:50]=1)[OH:48].P([O-])([O-])([O-])=O.[K+].[K+].[K+]. The catalyst is C1C=CC([P]([Pd]([P](C2C=CC=CC=2)(C2C=CC=CC=2)C2C=CC=CC=2)([P](C2C=CC=CC=2)(C2C=CC=CC=2)C2C=CC=CC=2)[P](C2C=CC=CC=2)(C2C=CC=CC=2)C2C=CC=CC=2)(C2C=CC=CC=2)C2C=CC=CC=2)=CC=1.O. The product is [CH3:44][O:45][C:46](=[O:56])[CH:47]([C:49]1[CH:54]=[CH:53][C:52]([C:28]2[CH:29]=[CH:30][C:25]([C:22]([C:19]3[CH:20]=[CH:21][C:16]([CH2:15][CH2:14][CH:9]([O:8][Si:5]([C:1]([CH3:4])([CH3:3])[CH3:2])([CH3:6])[CH3:7])[C:10]([CH3:13])([CH3:12])[CH3:11])=[C:17]([CH3:43])[CH:18]=3)([CH2:23][CH3:24])[CH2:41][CH3:42])=[CH:26][C:27]=2[CH3:40])=[CH:51][CH:50]=1)[OH:48]. The yield is 0.320. (2) The reactants are [CH2:1]([O:3][C:4](=[O:25])[CH2:5][O:6][C:7]1[C:16]([N:17]2[CH2:23][CH2:22][CH2:21][NH:20][CH2:19][CH2:18]2)=[C:15]2[C:10]([CH:11]=[CH:12][CH:13]=[N:14]2)=[CH:9][C:8]=1[CH3:24])[CH3:2].[C:26]1([N:32]2[CH:36]=[CH:35][C:34]([CH:37]=O)=[N:33]2)[CH:31]=[CH:30][CH:29]=[CH:28][CH:27]=1.[BH-](OC(C)=O)(OC(C)=O)OC(C)=O.[Na+]. The catalyst is ClCCCl. The product is [CH2:1]([O:3][C:4](=[O:25])[CH2:5][O:6][C:7]1[C:16]([N:17]2[CH2:23][CH2:22][CH2:21][N:20]([CH2:37][C:34]3[CH:35]=[CH:36][N:32]([C:26]4[CH:27]=[CH:28][CH:29]=[CH:30][CH:31]=4)[N:33]=3)[CH2:19][CH2:18]2)=[C:15]2[C:10]([CH:11]=[CH:12][CH:13]=[N:14]2)=[CH:9][C:8]=1[CH3:24])[CH3:2]. The yield is 0.570.